Dataset: Reaction yield outcomes from USPTO patents with 853,638 reactions. Task: Predict the reaction yield, written as a fraction of the theoretical maximum amount of product (1.0 means a 100% yield; for example, 0.34 means a 34% yield). (1) The reactants are S(O[CH2:12][CH2:13][O:14][CH2:15][CH2:16][O:17][CH2:18][CH2:19][O:20][CH2:21][CH2:22][C:23]([O:25][CH3:26])=[O:24])(C1C=CC(C)=CC=1)(=O)=O.[OH:27][C:28]1[CH:29]=[C:30]([CH2:36][OH:37])[CH:31]=[C:32]([CH2:34][OH:35])[CH:33]=1.C(=O)([O-])[O-].[K+].[K+]. The product is [OH:35][CH2:34][C:32]1[CH:33]=[C:28]([CH:29]=[C:30]([CH2:36][OH:37])[CH:31]=1)[O:27][CH2:12][CH2:13][O:14][CH2:15][CH2:16][O:17][CH2:18][CH2:19][O:20][CH2:21][CH2:22][C:23]([O:25][CH3:26])=[O:24]. The catalyst is CN(C=O)C. The yield is 0.260. (2) The reactants are Br[C:2]1[CH:11]=[C:10]2[C:5]([N:6]=[CH:7][C:8](=[O:19])[N:9]2[CH2:12][C:13]2[CH:18]=[CH:17][CH:16]=[CH:15][CH:14]=2)=[CH:4][CH:3]=1.B1(B2OC(C)(C)C(C)(C)O2)OC(C)(C)C(C)(C)O1.C([O-])(=O)C.[K+].Br[C:44]1[CH:45]=[C:46]([NH:51][S:52]([C:55]2[CH:60]=[CH:59][CH:58]=[CH:57][CH:56]=2)(=[O:54])=[O:53])[C:47]([Cl:50])=[N:48][CH:49]=1.C([O-])([O-])=O.[K+].[K+]. The catalyst is O1CCOCC1. The product is [Cl:50][C:47]1[C:46]([NH:51][S:52]([C:55]2[CH:56]=[CH:57][CH:58]=[CH:59][CH:60]=2)(=[O:54])=[O:53])=[CH:45][C:44]([C:2]2[CH:11]=[C:10]3[C:5](=[CH:4][CH:3]=2)[N:6]=[CH:7][C:8](=[O:19])[N:9]3[CH2:12][C:13]2[CH:18]=[CH:17][CH:16]=[CH:15][CH:14]=2)=[CH:49][N:48]=1. The yield is 0.150. (3) The reactants are [Cl:1][C:2]1[CH:3]=[CH:4][C:5]([NH:8][C:9]([C:11]2[CH:16]=[CH:15][CH:14]=[CH:13][C:12]=2[NH:17][C:18]([C:20]2[CH:25]=[CH:24][C:23]([C:26]#[N:27])=[CH:22][CH:21]=2)=[O:19])=[O:10])=[N:6][CH:7]=1.[BH4-].[Na+]. The catalyst is CN(C=O)C.[Co](Cl)Cl. The product is [NH2:27][CH2:26][C:23]1[CH:22]=[CH:21][C:20]([C:18]([NH:17][C:12]2[CH:13]=[CH:14][CH:15]=[CH:16][C:11]=2[C:9](=[O:10])[NH:8][C:5]2[CH:4]=[CH:3][C:2]([Cl:1])=[CH:7][N:6]=2)=[O:19])=[CH:25][CH:24]=1. The yield is 0.300. (4) The reactants are [CH3:1][S:2](Cl)(=[O:4])=[O:3].Cl.[Cl:7][C:8]1[C:9]([F:34])=[C:10]([CH:31]=[CH:32][CH:33]=1)[NH:11][C:12]1[C:21]2[C:16](=[CH:17][C:18]([O:29][CH3:30])=[C:19]([O:22][C@H:23]3[CH2:28][CH2:27][CH2:26][NH:25][CH2:24]3)[CH:20]=2)[N:15]=[CH:14][N:13]=1.C(N(C(C)C)CC)(C)C. The catalyst is C(Cl)Cl. The product is [Cl:7][C:8]1[C:9]([F:34])=[C:10]([CH:31]=[CH:32][CH:33]=1)[NH:11][C:12]1[C:21]2[C:16](=[CH:17][C:18]([O:29][CH3:30])=[C:19]([O:22][C@H:23]3[CH2:28][CH2:27][CH2:26][N:25]([S:2]([CH3:1])(=[O:4])=[O:3])[CH2:24]3)[CH:20]=2)[N:15]=[CH:14][N:13]=1. The yield is 0.850. (5) The reactants are C(OC([NH:8][CH:9]1[CH2:14][CH2:13][CH:12]([CH2:15][NH:16][C:17](=[O:26])[O:18][CH2:19][C:20]2[CH:25]=[CH:24][CH:23]=[CH:22][CH:21]=2)[CH2:11][CH2:10]1)=O)(C)(C)C.[ClH:27].O1CCOCC1. The catalyst is O1CCCC1. The product is [ClH:27].[NH2:8][CH:9]1[CH2:14][CH2:13][CH:12]([CH2:15][NH:16][C:17](=[O:26])[O:18][CH2:19][C:20]2[CH:21]=[CH:22][CH:23]=[CH:24][CH:25]=2)[CH2:11][CH2:10]1. The yield is 0.890. (6) The product is [I:17][C:18]1[CH:26]=[CH:25][C:21]([C:22]2[O:14][C:13]([C:3]3[C:4]([C:7]4[CH:12]=[CH:11][CH:10]=[CH:9][CH:8]=4)=[N:5][O:6][C:2]=3[CH3:1])=[N:15][N:16]=2)=[CH:20][CH:19]=1. The reactants are [CH3:1][C:2]1[O:6][N:5]=[C:4]([C:7]2[CH:12]=[CH:11][CH:10]=[CH:9][CH:8]=2)[C:3]=1[C:13]([NH:15][NH2:16])=[O:14].[I:17][C:18]1[CH:26]=[CH:25][C:21]([C:22](O)=O)=[CH:20][CH:19]=1. The yield is 0.620. No catalyst specified.